From a dataset of Full USPTO retrosynthesis dataset with 1.9M reactions from patents (1976-2016). Predict the reactants needed to synthesize the given product. (1) Given the product [CH:33]([N:12]1[CH:9]2[CH2:10][CH2:11][CH:1]1[C:2]1[CH:3]=[C:4]([NH:13][C:14]3[N:19]=[C:18]([NH:20][C@@H:21]4[CH2:26][CH2:25][CH2:24][CH2:23][C@H:22]4[NH:27][S:28]([CH3:31])(=[O:30])=[O:29])[C:17]([Cl:32])=[CH:16][N:15]=3)[CH:5]=[CH:6][C:7]=1[CH2:8]2)([CH2:34][CH3:35])[CH3:36], predict the reactants needed to synthesize it. The reactants are: [CH:1]12[NH:12][CH:9]([CH2:10][CH2:11]1)[CH2:8][C:7]1[CH:6]=[CH:5][C:4]([NH:13][C:14]3[N:19]=[C:18]([NH:20][C@@H:21]4[CH2:26][CH2:25][CH2:24][CH2:23][C@H:22]4[NH:27][S:28]([CH3:31])(=[O:30])=[O:29])[C:17]([Cl:32])=[CH:16][N:15]=3)=[CH:3][C:2]2=1.[CH:33]1([CH:36]=O)[CH2:35][CH2:34]1. (2) Given the product [F:10][C:7]([F:8])([F:9])[C:6]([N:14]1[CH2:20][CH2:19][CH2:18][C:17](=[O:21])[CH2:16][CH2:15]1)=[O:11], predict the reactants needed to synthesize it. The reactants are: [F:8][C:7]([F:10])([F:9])[C:6](O[C:6](=[O:11])[C:7]([F:10])([F:9])[F:8])=[O:11].[NH:14]1[CH2:20][CH2:19][CH2:18][C:17](=[O:21])[CH2:16][CH2:15]1.C(N(CC)CC)C. (3) Given the product [CH3:1][O:2][C:3](=[O:16])[CH2:4][CH2:5][C:6]1[C:14]2[C:9](=[CH:10][CH:11]=[C:12]([C:17]3[CH:22]=[CH:21][CH:20]=[CH:19][CH:18]=3)[CH:13]=2)[NH:8][CH:7]=1, predict the reactants needed to synthesize it. The reactants are: [CH3:1][O:2][C:3](=[O:16])[CH2:4][CH2:5][C:6]1[C:14]2[C:9](=[CH:10][CH:11]=[C:12](Br)[CH:13]=2)[NH:8][CH:7]=1.[C:17]1(B(O)O)[CH:22]=[CH:21][CH:20]=[CH:19][CH:18]=1.C([O-])([O-])=O.[K+].[K+]. (4) Given the product [CH3:11][C:4]1[CH:5]=[C:6]([C:8]([N:16]2[CH2:17][CH2:18][N:13]([CH3:12])[CH2:14][CH2:15]2)=[O:10])[NH:7][C:3]=1[CH:1]=[O:2], predict the reactants needed to synthesize it. The reactants are: [CH:1]([C:3]1[NH:7][C:6]([C:8]([OH:10])=O)=[CH:5][C:4]=1[CH3:11])=[O:2].[CH3:12][N:13]1[CH2:18][CH2:17][NH:16][CH2:15][CH2:14]1.ON1C2C=CC=CC=2N=N1.C(N(CC)CC)C. (5) Given the product [CH:4]1[C:3]2[C:8](=[N:9][C:10]3[C:15]([C:2]=2[NH:1][CH2:19][CH2:20][CH2:21][CH2:22][CH2:23][CH2:24][CH2:25][N:26]2[C:34](=[O:35])[C:33]4[C:28](=[CH:29][CH:30]=[CH:31][CH:32]=4)[C:27]2=[O:36])=[CH:14][CH:13]=[CH:12][CH:11]=3)[CH:7]=[CH:6][CH:5]=1, predict the reactants needed to synthesize it. The reactants are: [NH2:1][C:2]1[C:3]2[C:8]([N:9]=[C:10]3[C:15]=1[CH:14]=[CH:13][CH:12]=[CH:11]3)=[CH:7][CH:6]=[CH:5][CH:4]=2.[OH-].[K+].Br[CH2:19][CH2:20][CH2:21][CH2:22][CH2:23][CH2:24][CH2:25][N:26]1[C:34](=[O:35])[C:33]2[C:28](=[CH:29][CH:30]=[CH:31][CH:32]=2)[C:27]1=[O:36]. (6) The reactants are: [H-].[Na+].[Cl:3][C:4]1[CH:11]=[C:10]([NH:12][C@H:13]2[CH2:17][C:16](=[O:18])[N:15]([CH3:19])[CH2:14]2)[CH:9]=[CH:8][C:5]=1[C:6]#[N:7].I[CH2:21][C:22]1[CH:27]=[CH:26][CH:25]=[CH:24][C:23]=1[CH3:28].[NH4+].[Cl-]. Given the product [Cl:3][C:4]1[CH:11]=[C:10]([N:12]([C@H:13]2[CH2:17][C:16](=[O:18])[N:15]([CH3:19])[CH2:14]2)[CH2:21][C:22]2[CH:27]=[CH:26][CH:25]=[CH:24][C:23]=2[CH3:28])[CH:9]=[CH:8][C:5]=1[C:6]#[N:7], predict the reactants needed to synthesize it.